This data is from Forward reaction prediction with 1.9M reactions from USPTO patents (1976-2016). The task is: Predict the product of the given reaction. (1) Given the reactants Cl[C:2]1[C:7]([CH3:8])=[CH:6][N:5]=[C:4]([C:9]2[CH:14]=[CH:13][C:12]([Cl:15])=[CH:11][CH:10]=2)[N:3]=1.[CH3:16][C:17]1([CH3:27])[C:22](=[O:23])[CH2:21][C:20](=[O:24])[C:19]([CH3:26])([CH3:25])[O:18]1.CC(C1C=C(C(C)C)C(C2C=CC=CC=2P(C2CCCCC2)C2CCCCC2)=C(C(C)C)C=1)C.P([O-])([O-])([O-])=O.[K+].[K+].[K+], predict the reaction product. The product is: [Cl:15][C:12]1[CH:13]=[CH:14][C:9]([C:4]2[N:3]=[C:2]([CH:21]3[C:20](=[O:24])[C:19]([CH3:25])([CH3:26])[O:18][C:17]([CH3:27])([CH3:16])[C:22]3=[O:23])[C:7]([CH3:8])=[CH:6][N:5]=2)=[CH:10][CH:11]=1. (2) Given the reactants [NH2:1][C:2]1[CH:23]=[CH:22][C:5]([O:6][C:7]2[CH:8]=[CH:9][C:10]3[N:11]([CH:13]=[C:14]([NH:16][C:17]([CH:19]4[CH2:21][CH2:20]4)=[O:18])[N:15]=3)[CH:12]=2)=[C:4]([F:24])[CH:3]=1.[F:25][C:26]1[CH:31]=[CH:30][C:29]([N:32]2[C:37]([CH3:38])=[CH:36][CH:35]=[C:34]([C:39](O)=[O:40])[C:33]2=[O:42])=[C:28]([CH3:43])[CH:27]=1.CN(C(ON1N=NC2C=CC=NC1=2)=[N+](C)C)C.F[P-](F)(F)(F)(F)F.C(N(CC)C(C)C)(C)C, predict the reaction product. The product is: [CH:19]1([C:17]([NH:16][C:14]2[N:15]=[C:10]3[CH:9]=[CH:8][C:7]([O:6][C:5]4[CH:22]=[CH:23][C:2]([NH:1][C:39]([C:34]5[C:33](=[O:42])[N:32]([C:29]6[CH:30]=[CH:31][C:26]([F:25])=[CH:27][C:28]=6[CH3:43])[C:37]([CH3:38])=[CH:36][CH:35]=5)=[O:40])=[CH:3][C:4]=4[F:24])=[CH:12][N:11]3[CH:13]=2)=[O:18])[CH2:21][CH2:20]1. (3) Given the reactants [CH2:1]([O:3][C:4]([C:6]1[CH2:7][CH2:8][O:9][CH2:10][C:11]=1[C:12]1[CH:17]=[CH:16][C:15]([C:18]2[CH:23]=[CH:22][CH:21]=[CH:20][CH:19]=2)=[CH:14][CH:13]=1)=[O:5])[CH3:2].C(O)C.[H][H].C(OCC)(=O)C, predict the reaction product. The product is: [CH2:1]([O:3][C:4]([C@H:6]1[CH2:7][CH2:8][O:9][CH2:10][C@H:11]1[C:12]1[CH:13]=[CH:14][C:15]([C:18]2[CH:23]=[CH:22][CH:21]=[CH:20][CH:19]=2)=[CH:16][CH:17]=1)=[O:5])[CH3:2]. (4) The product is: [C:1]([NH:16][C@H:17]([C:22]([OH:24])=[O:23])[CH2:18][C:19]([OH:21])=[O:20])(=[O:5])[C:2]([CH3:4])=[CH2:3]. Given the reactants [C:1](N[C@H](C(O)=O)CCC(O)=O)(=[O:5])[C:2]([CH3:4])=[CH2:3].[NH2:16][C@H:17]([C:22]([OH:24])=[O:23])[CH2:18][C:19]([OH:21])=[O:20].[OH-].[Na+].C(Cl)(=O)C(C)=C, predict the reaction product.